This data is from Full USPTO retrosynthesis dataset with 1.9M reactions from patents (1976-2016). The task is: Predict the reactants needed to synthesize the given product. (1) Given the product [CH2:1]([O:17][C:18](=[O:28])[CH:19]=[CH:20][C:21]1[CH:26]=[CH:25][C:24]([O:27][CH2:30][CH2:31][CH2:32][CH2:33][CH2:34][CH2:35][OH:36])=[CH:23][CH:22]=1)[CH2:2][CH2:3][CH2:4][CH2:5][CH2:6][CH2:7][CH2:8][CH2:9][CH2:10][CH2:11][CH2:12][CH2:13][CH2:14][CH2:15][CH3:16], predict the reactants needed to synthesize it. The reactants are: [CH2:1]([O:17][C:18](=[O:28])[CH:19]=[CH:20][C:21]1[CH:26]=[CH:25][C:24]([OH:27])=[CH:23][CH:22]=1)[CH2:2][CH2:3][CH2:4][CH2:5][CH2:6][CH2:7][CH2:8][CH2:9][CH2:10][CH2:11][CH2:12][CH2:13][CH2:14][CH2:15][CH3:16].Cl[CH2:30][CH2:31][CH2:32][CH2:33][CH2:34][CH2:35][OH:36].C(=O)([O-])[O-].[K+].[K+].[I-].[K+]. (2) Given the product [OH:8][C@H:9]1[C@H:13]2[O:14][CH2:15][C@:10]1([CH2:26][OH:27])[O:11][C@H:12]2[N:16]1[CH:24]=[N:23][C:22]2[C:17]1=[N:18][CH:19]=[N:20][C:21]=2[NH:25][C:36](=[O:43])[C:37]1[CH:42]=[CH:41][CH:40]=[CH:39][CH:38]=1, predict the reactants needed to synthesize it. The reactants are: C([O:8][C@H:9]1[C@H:13]2[O:14][CH2:15][C@@:10]1([CH2:26][O:27]C(=O)C1C=CC=CC=1)[O:11][C@H:12]2[N:16]1[CH:24]=[N:23][C:22]2[C:17]1=[N:18][CH:19]=[N:20][C:21]=2[NH2:25])C1C=CC=CC=1.[C:36](Cl)(=[O:43])[C:37]1[CH:42]=[CH:41][CH:40]=[CH:39][CH:38]=1. (3) Given the product [CH2:1]([N:3]([CH2:22][CH2:23][OH:24])[C:4]1[CH:9]=[CH:8][C:7]([C:10]2[C:19]3[C:14](=[CH:15][CH:16]=[CH:17][CH:18]=3)[C:13](=[O:20])[C:12](=[N:26][OH:27])[CH:11]=2)=[CH:6][CH:5]=1)[CH3:2], predict the reactants needed to synthesize it. The reactants are: [CH2:1]([N:3]([CH2:22][CH2:23][OH:24])[C:4]1[CH:9]=[CH:8][C:7]([C:10]2[C:19]3[C:14](=[CH:15][CH:16]=[CH:17][CH:18]=3)[C:13](=[O:20])[C:12](=O)[CH:11]=2)=[CH:6][CH:5]=1)[CH3:2].Cl.[NH2:26][OH:27]. (4) Given the product [C:12]([O:11][C:9]([NH:8][C@H:7]([C:16]([NH:18][CH2:19][CH2:20][CH2:21][CH2:22][O:23][C:24]1[CH:33]=[CH:32][CH:31]=[C:30]([OH:34])[C:25]=1[C:26]([O:28][CH3:29])=[O:27])=[O:17])[CH2:6][C:5]1[CH:4]=[CH:3][C:2]([NH:1][CH:38]([CH2:45][CH3:46])[CH2:39][C:40]([O:42][CH2:43][CH3:44])=[O:41])=[CH:36][CH:35]=1)=[O:10])([CH3:13])([CH3:15])[CH3:14], predict the reactants needed to synthesize it. The reactants are: [NH2:1][C:2]1[CH:36]=[CH:35][C:5]([CH2:6][C@@H:7]([C:16]([NH:18][CH2:19][CH2:20][CH2:21][CH2:22][O:23][C:24]2[CH:33]=[CH:32][CH:31]=[C:30]([OH:34])[C:25]=2[C:26]([O:28][CH3:29])=[O:27])=[O:17])[NH:8][C:9]([O:11][C:12]([CH3:15])([CH3:14])[CH3:13])=[O:10])=[CH:4][CH:3]=1.O=[C:38]([CH2:45][CH3:46])[CH2:39][C:40]([O:42][CH2:43][CH3:44])=[O:41].C([O-])(=O)C.[Na+].[Na].